Dataset: Forward reaction prediction with 1.9M reactions from USPTO patents (1976-2016). Task: Predict the product of the given reaction. Given the reactants [F:1][C:2]1[CH:7]=[CH:6][C:5]([C:8]2[CH:13]=[CH:12][C:11]([CH3:14])=[C:10]([NH2:15])[CH:9]=2)=[CH:4][CH:3]=1.[Cl:16][C:17]1[CH:22]=[CH:21][C:20]([NH:23][C:24](=[O:31])[CH2:25][O:26][CH2:27][C:28](O)=[O:29])=[C:19]([C:32]([O:34]C)=[O:33])[CH:18]=1, predict the reaction product. The product is: [Cl:16][C:17]1[CH:22]=[CH:21][C:20]([NH:23][C:24](=[O:31])[CH2:25][O:26][CH2:27][C:28]([NH:15][C:10]2[CH:9]=[C:8]([C:5]3[CH:4]=[CH:3][C:2]([F:1])=[CH:7][CH:6]=3)[CH:13]=[CH:12][C:11]=2[CH3:14])=[O:29])=[C:19]([CH:18]=1)[C:32]([OH:34])=[O:33].